This data is from Peptide-MHC class II binding affinity with 134,281 pairs from IEDB. The task is: Regression. Given a peptide amino acid sequence and an MHC pseudo amino acid sequence, predict their binding affinity value. This is MHC class II binding data. (1) The peptide sequence is GILQAYDLRDAPETP. The binding affinity (normalized) is 0. The MHC is DRB3_0202 with pseudo-sequence DRB3_0202. (2) The peptide sequence is PTLAFPAGVCPTIGV. The MHC is DRB1_1201 with pseudo-sequence DRB1_1201. The binding affinity (normalized) is 0.210.